This data is from TCR-epitope binding with 47,182 pairs between 192 epitopes and 23,139 TCRs. The task is: Binary Classification. Given a T-cell receptor sequence (or CDR3 region) and an epitope sequence, predict whether binding occurs between them. (1) The epitope is ALSKGVHFV. The TCR CDR3 sequence is CASSLEIGADSPLHF. Result: 1 (the TCR binds to the epitope). (2) The epitope is RIFTIGTVTLK. The TCR CDR3 sequence is CASSLGPVNEQFF. Result: 1 (the TCR binds to the epitope). (3) The epitope is LPAADLDDF. The TCR CDR3 sequence is CASSSLSGIQYF. Result: 1 (the TCR binds to the epitope). (4) The epitope is RLYYDSMSY. The TCR CDR3 sequence is CASSLWGPDSNNEQFF. Result: 0 (the TCR does not bind to the epitope).